Task: Predict the reaction yield, written as a fraction of the theoretical maximum amount of product (1.0 means a 100% yield; for example, 0.34 means a 34% yield).. Dataset: Reaction yield outcomes from USPTO patents with 853,638 reactions The reactants are Cl[C:2]1[N:3]=[CH:4][C:5]2[C:10]([C:11]=1[CH2:12][O:13][C:14]1[C:19]([CH:20]=[O:21])=[CH:18][C:17]([O:22][CH3:23])=[N:16][CH:15]=1)=[CH:9][CH:8]=[CH:7][CH:6]=2.[CH3:24][Si:25]([CH3:39])([CH3:38])[CH2:26][CH2:27][O:28][CH2:29][N:30]1[C:34](B(O)O)=[CH:33][CH:32]=[N:31]1.C([O-])([O-])=O.[K+].[K+]. The catalyst is C1C=CC([P]([Pd]([P](C2C=CC=CC=2)(C2C=CC=CC=2)C2C=CC=CC=2)([P](C2C=CC=CC=2)(C2C=CC=CC=2)C2C=CC=CC=2)[P](C2C=CC=CC=2)(C2C=CC=CC=2)C2C=CC=CC=2)(C2C=CC=CC=2)C2C=CC=CC=2)=CC=1.CN(C=O)C. The product is [CH3:23][O:22][C:17]1[CH:18]=[C:19]([C:14]([O:13][CH2:12][C:11]2[C:10]3[C:5](=[CH:6][CH:7]=[CH:8][CH:9]=3)[CH:4]=[N:3][C:2]=2[C:34]2[N:30]([CH2:29][O:28][CH2:27][CH2:26][Si:25]([CH3:39])([CH3:38])[CH3:24])[N:31]=[CH:32][CH:33]=2)=[CH:15][N:16]=1)[CH:20]=[O:21]. The yield is 0.380.